This data is from Peptide-MHC class II binding affinity with 134,281 pairs from IEDB. The task is: Regression. Given a peptide amino acid sequence and an MHC pseudo amino acid sequence, predict their binding affinity value. This is MHC class II binding data. (1) The peptide sequence is GKIASCLNDNANGYF. The MHC is HLA-DQA10102-DQB10602 with pseudo-sequence HLA-DQA10102-DQB10602. The binding affinity (normalized) is 0.312. (2) The peptide sequence is VVLGLATSPTAEGGK. The MHC is HLA-DPA10103-DPB10401 with pseudo-sequence HLA-DPA10103-DPB10401. The binding affinity (normalized) is 0.